This data is from Forward reaction prediction with 1.9M reactions from USPTO patents (1976-2016). The task is: Predict the product of the given reaction. (1) The product is: [O:2]1[CH:6]=[CH:5][CH:4]=[C:3]1[C:7]1[NH:22][C:20](=[O:21])[C:19]([C:17]#[N:18])=[C:9]([O:12][CH:13]([CH3:15])[CH3:14])[CH:8]=1. Given the reactants [Na].[O:2]1[CH:6]=[CH:5][CH:4]=[C:3]1[C:7](=O)/[CH:8]=[C:9](/[O:12][CH:13]([CH3:15])[CH3:14])\SC.[C:17]([CH2:19][C:20]([NH2:22])=[O:21])#[N:18], predict the reaction product. (2) The product is: [C:21]([C:10]1[C:9]([NH:8][OH:26])([CH3:25])[C:13](=[O:14])[N:12]([C:15]2[CH:20]=[CH:19][CH:18]=[CH:17][CH:16]=2)[N:11]=1)([CH3:22])([CH3:23])[CH3:24]. Given the reactants C(OC([N:8]([O:26]C(OC(C)(C)C)=O)[C:9]1([CH3:25])[C:13](=[O:14])[N:12]([C:15]2[CH:20]=[CH:19][CH:18]=[CH:17][CH:16]=2)[N:11]=[C:10]1[C:21]([CH3:24])([CH3:23])[CH3:22])=O)(C)(C)C, predict the reaction product.